Predict which catalyst facilitates the given reaction. From a dataset of Catalyst prediction with 721,799 reactions and 888 catalyst types from USPTO. Reactant: [C:1]([NH2:7])(=[O:6])[CH2:2][C:3]([NH2:5])=[O:4].[O-]CC.[Na+].[F:12][CH:13]([F:19])[C:14](OCC)=O.Cl.[Cl-].[NH4+]. Product: [F:12][CH:13]([F:19])[C:14]1[N:5]=[C:3]([OH:4])[CH:2]=[C:1]([OH:6])[N:7]=1. The catalyst class is: 5.